From a dataset of NCI-60 drug combinations with 297,098 pairs across 59 cell lines. Regression. Given two drug SMILES strings and cell line genomic features, predict the synergy score measuring deviation from expected non-interaction effect. (1) Drug 1: CCCS(=O)(=O)NC1=C(C(=C(C=C1)F)C(=O)C2=CNC3=C2C=C(C=N3)C4=CC=C(C=C4)Cl)F. Drug 2: CC(C)NC(=O)C1=CC=C(C=C1)CNNC.Cl. Cell line: NCI-H460. Synergy scores: CSS=-5.79, Synergy_ZIP=2.46, Synergy_Bliss=-1.68, Synergy_Loewe=-6.09, Synergy_HSA=-6.20. (2) Drug 1: CC1CCC2CC(C(=CC=CC=CC(CC(C(=O)C(C(C(=CC(C(=O)CC(OC(=O)C3CCCCN3C(=O)C(=O)C1(O2)O)C(C)CC4CCC(C(C4)OC)O)C)C)O)OC)C)C)C)OC. Drug 2: CCN(CC)CCNC(=O)C1=C(NC(=C1C)C=C2C3=C(C=CC(=C3)F)NC2=O)C. Cell line: RXF 393. Synergy scores: CSS=-3.89, Synergy_ZIP=2.24, Synergy_Bliss=-7.03, Synergy_Loewe=-5.28, Synergy_HSA=-12.8.